From a dataset of Forward reaction prediction with 1.9M reactions from USPTO patents (1976-2016). Predict the product of the given reaction. (1) The product is: [Cl:14][C:11]1[CH:12]=[C:13]2[C:8](=[CH:9][CH:10]=1)[NH:7][C:6](=[O:15])[N:5]([CH2:16][C:17]([F:20])([F:19])[F:18])[C:4]2([CH2:1][CH2:2][CH3:3])[C:21]([F:23])([F:24])[F:22]. Given the reactants [CH2:1]([C:4]1([C:21]([F:24])([F:23])[F:22])[C:13]2[C:8](=[CH:9][CH:10]=[C:11]([Cl:14])[CH:12]=2)[NH:7][C:6](=[O:15])[N:5]1[CH2:16][C:17]([F:20])([F:19])[F:18])[CH:2]=[CH2:3], predict the reaction product. (2) Given the reactants [C:1](Cl)(=[O:10])[O:2][CH2:3][C:4]1[CH:9]=[CH:8][CH:7]=[CH:6][CH:5]=1.[NH:12]1[CH2:18][CH2:17][CH2:16][C@@H:13]1[CH2:14][OH:15].C(=O)([O-])[O-].[Na+].[Na+].O, predict the reaction product. The product is: [OH:15][CH2:14][C@H:13]1[CH2:16][CH2:17][CH2:18][N:12]1[C:1]([O:2][CH2:3][C:4]1[CH:9]=[CH:8][CH:7]=[CH:6][CH:5]=1)=[O:10]. (3) Given the reactants [Cl:1][C:2]1[CH:15]=[CH:14][CH:13]=[CH:12][C:3]=1[O:4][CH2:5][CH2:6][CH2:7][O:8][C:9](=[O:11])[CH3:10].[C:16]1(=[O:22])[O:21][C:19](=[O:20])[CH2:18][CH2:17]1.[Cl-].[Cl-].[Cl-].[Al+3].CCCCCC, predict the reaction product. The product is: [C:9]([O:8][CH2:7][CH2:6][CH2:5][O:4][C:3]1[CH:12]=[CH:13][C:14]([C:16](=[O:22])[CH2:17][CH2:18][C:19]([OH:21])=[O:20])=[CH:15][C:2]=1[Cl:1])(=[O:11])[CH3:10]. (4) Given the reactants C(OC(ON1C2C(=CC([O:19][C:20]3[CH:25]=[CH:24][CH:23]=[CH:22][C:21]=3[Cl:26])=CC=2)CC(NC(=O)OC(C)(C)C)C1=O)=O)(C)(C)C.[C:36]1([C:42]([C:63]2[CH:68]=[CH:67][CH:66]=[CH:65][CH:64]=2)=[N:43][C@H:44]([C:56]([O:58][C:59]([CH3:62])([CH3:61])[CH3:60])=[O:57])[CH2:45][C:46]2[C:51]([N+:52]([O-:54])=[O:53])=[CH:50][CH:49]=[C:48](F)[CH:47]=2)[CH:41]=[CH:40][CH:39]=[CH:38][CH:37]=1.ClC1C=CC=CC=1O.C([O-])([O-])=O.[Cs+].[Cs+], predict the reaction product. The product is: [Cl:26][C:21]1[CH:22]=[CH:23][CH:24]=[CH:25][C:20]=1[O:19][C:48]1[CH:47]=[C:46]([C:51]([N+:52]([O-:54])=[O:53])=[CH:50][CH:49]=1)[CH2:45][C@@H:44]([C:56]([O:58][C:59]([CH3:62])([CH3:61])[CH3:60])=[O:57])[N:43]=[C:42]([C:63]1[CH:68]=[CH:67][CH:66]=[CH:65][CH:64]=1)[C:36]1[CH:41]=[CH:40][CH:39]=[CH:38][CH:37]=1. (5) Given the reactants [Br:1][C:2]1[CH:10]=[C:9]([F:11])[C:5]([C:6]([OH:8])=O)=[C:4]([F:12])[CH:3]=1.[CH3:13][C:14]1[C:15]([N:21]2[CH2:26][CH2:25][NH:24][CH2:23][CH2:22]2)=[N:16][CH:17]=[C:18]([CH3:20])[CH:19]=1.ON1C2C=CC=CC=2N=N1.Cl.C(N=C=NCCCN(C)C)C, predict the reaction product. The product is: [Br:1][C:2]1[CH:3]=[C:4]([F:12])[C:5]([C:6]([N:24]2[CH2:25][CH2:26][N:21]([C:15]3[C:14]([CH3:13])=[CH:19][C:18]([CH3:20])=[CH:17][N:16]=3)[CH2:22][CH2:23]2)=[O:8])=[C:9]([F:11])[CH:10]=1. (6) Given the reactants [Cl:1][C:2]1[CH:7]=[CH:6][C:5]([S:8]([N:11]2[CH:16]3[CH2:17][CH2:18][CH2:19][CH:12]2[C:13](=[CH:21]O)[C:14](=O)[CH2:15]3)(=[O:10])=[O:9])=[CH:4][CH:3]=1.Cl.[NH2:24][C:25]([NH2:27])=[NH:26], predict the reaction product. The product is: [Cl:1][C:2]1[CH:7]=[CH:6][C:5]([S:8]([N:11]2[CH:16]3[CH2:17][CH2:18][CH2:19][CH:12]2[C:13]2[CH:21]=[N:24][C:25]([NH2:27])=[N:26][C:14]=2[CH2:15]3)(=[O:10])=[O:9])=[CH:4][CH:3]=1.